This data is from Aqueous solubility values for 9,982 compounds from the AqSolDB database. The task is: Regression/Classification. Given a drug SMILES string, predict its absorption, distribution, metabolism, or excretion properties. Task type varies by dataset: regression for continuous measurements (e.g., permeability, clearance, half-life) or binary classification for categorical outcomes (e.g., BBB penetration, CYP inhibition). For this dataset (solubility_aqsoldb), we predict Y. The drug is O=S(=O)([O-])c1ccc(S(=O)(=O)[O-])c(Nc2nc(Nc3ccc(/C=C/c4ccc(Nc5nc(Nc6cc(S(=O)(=O)[O-])ccc6S(=O)(=O)[O-])nc(N(CCO)CCO)n5)cc4S(=O)(=O)[O-])c(S(=O)(=O)[O-])c3)nc(N(CCO)CCO)n2)c1.[Na+].[Na+].[Na+].[Na+].[Na+].[Na+]. The Y is -0.692 log mol/L.